Dataset: NCI-60 drug combinations with 297,098 pairs across 59 cell lines. Task: Regression. Given two drug SMILES strings and cell line genomic features, predict the synergy score measuring deviation from expected non-interaction effect. (1) Drug 1: C1=CC(=C2C(=C1NCCNCCO)C(=O)C3=C(C=CC(=C3C2=O)O)O)NCCNCCO. Drug 2: C1CCC(CC1)NC(=O)N(CCCl)N=O. Cell line: OVCAR-8. Synergy scores: CSS=20.5, Synergy_ZIP=-14.9, Synergy_Bliss=-16.6, Synergy_Loewe=-28.3, Synergy_HSA=-14.0. (2) Drug 1: CN1C(=O)N2C=NC(=C2N=N1)C(=O)N. Drug 2: C1CN(P(=O)(OC1)NCCCl)CCCl. Cell line: RXF 393. Synergy scores: CSS=-0.0375, Synergy_ZIP=-2.07, Synergy_Bliss=-4.97, Synergy_Loewe=-3.99, Synergy_HSA=-3.58. (3) Drug 1: C1=CC(=CC=C1CCC2=CNC3=C2C(=O)NC(=N3)N)C(=O)NC(CCC(=O)O)C(=O)O. Drug 2: CCN(CC)CCNC(=O)C1=C(NC(=C1C)C=C2C3=C(C=CC(=C3)F)NC2=O)C. Cell line: HOP-92. Synergy scores: CSS=5.58, Synergy_ZIP=1.15, Synergy_Bliss=2.78, Synergy_Loewe=-4.63, Synergy_HSA=-1.65. (4) Synergy scores: CSS=18.1, Synergy_ZIP=-1.66, Synergy_Bliss=-3.72, Synergy_Loewe=-0.171, Synergy_HSA=0.787. Drug 2: C1=CC(=C2C(=C1NCCNCCO)C(=O)C3=C(C=CC(=C3C2=O)O)O)NCCNCCO. Drug 1: C1CN1C2=NC(=NC(=N2)N3CC3)N4CC4. Cell line: UACC-257. (5) Drug 1: C1=NC(=NC(=O)N1C2C(C(C(O2)CO)O)O)N. Drug 2: CC12CCC3C(C1CCC2OP(=O)(O)O)CCC4=C3C=CC(=C4)OC(=O)N(CCCl)CCCl.[Na+]. Cell line: ACHN. Synergy scores: CSS=20.5, Synergy_ZIP=-10.3, Synergy_Bliss=-2.04, Synergy_Loewe=-14.3, Synergy_HSA=-1.08. (6) Drug 1: CS(=O)(=O)OCCCCOS(=O)(=O)C. Drug 2: C1CNP(=O)(OC1)N(CCCl)CCCl. Cell line: OVCAR-8. Synergy scores: CSS=3.14, Synergy_ZIP=-1.13, Synergy_Bliss=-1.07, Synergy_Loewe=-2.31, Synergy_HSA=-1.20. (7) Drug 1: C1CCN(CC1)CCOC2=CC=C(C=C2)C(=O)C3=C(SC4=C3C=CC(=C4)O)C5=CC=C(C=C5)O. Drug 2: C1=CC(=CC=C1C#N)C(C2=CC=C(C=C2)C#N)N3C=NC=N3. Cell line: HT29. Synergy scores: CSS=-3.35, Synergy_ZIP=2.12, Synergy_Bliss=-0.418, Synergy_Loewe=-2.50, Synergy_HSA=-4.75. (8) Drug 1: CCCS(=O)(=O)NC1=C(C(=C(C=C1)F)C(=O)C2=CNC3=C2C=C(C=N3)C4=CC=C(C=C4)Cl)F. Drug 2: CC1=C(C(=O)C2=C(C1=O)N3CC4C(C3(C2COC(=O)N)OC)N4)N. Cell line: UACC-257. Synergy scores: CSS=40.9, Synergy_ZIP=-3.10, Synergy_Bliss=-0.420, Synergy_Loewe=-0.0476, Synergy_HSA=1.61.